This data is from Full USPTO retrosynthesis dataset with 1.9M reactions from patents (1976-2016). The task is: Predict the reactants needed to synthesize the given product. (1) The reactants are: [CH3:1][N:2]1[C:6]([CH2:7][C:8]([OH:10])=O)=[C:5]([CH3:11])[CH:4]=[N:3]1.CN1C=C(C)C(CC(O)=O)=N1.O.ON1C2C=CC=CC=2N=N1.Cl.C(N=C=NCCCN(C)C)C.C(N1CCOCC1)C.Cl.[Cl:55][C:56]1[C:61]([F:62])=[C:60]([F:63])[CH:59]=[CH:58][C:57]=1[CH2:64][NH2:65]. Given the product [Cl:55][C:56]1[C:61]([F:62])=[C:60]([F:63])[CH:59]=[CH:58][C:57]=1[CH2:64][NH:65][C:8](=[O:10])[CH2:7][C:6]1[N:2]([CH3:1])[N:3]=[CH:4][C:5]=1[CH3:11], predict the reactants needed to synthesize it. (2) Given the product [Cl:1][C:2]1[CH:3]=[N:4][C:5]2[N:6]([N:8]=[C:9]([C:11]([N:20]3[CH2:19][CH2:18][N:17]4[C:21]([C:24]5[S:25][CH:26]=[CH:27][CH:28]=5)=[CH:22][CH:23]=[C:16]4[CH:15]3[CH3:14])=[O:13])[CH:10]=2)[CH:7]=1, predict the reactants needed to synthesize it. The reactants are: [Cl:1][C:2]1[CH:3]=[N:4][C:5]2[N:6]([N:8]=[C:9]([C:11]([OH:13])=O)[CH:10]=2)[CH:7]=1.[CH3:14][CH:15]1[NH:20][CH2:19][CH2:18][N:17]2[C:21]([C:24]3[S:25][CH:26]=[CH:27][CH:28]=3)=[CH:22][CH:23]=[C:16]12. (3) Given the product [CH3:1][C@H:2]1[NH:7][C@@H:6]([CH3:8])[CH2:5][N:4]([C:9]2[CH:14]=[CH:13][C:12]([NH:15][C:16]3[N:17]=[CH:18][C:19]([CH2:22][CH2:23][C:24]4[CH:25]=[C:26]([CH:31]=[C:32]([O:35][CH3:36])[C:33]=4[F:34])[C:27]([O:29][CH3:30])=[O:28])=[CH:20][N:21]=3)=[CH:11][CH:10]=2)[CH2:3]1, predict the reactants needed to synthesize it. The reactants are: [CH3:1][C@H:2]1[NH:7][C@@H:6]([CH3:8])[CH2:5][N:4]([C:9]2[CH:14]=[CH:13][C:12]([NH:15][C:16]3[N:21]=[CH:20][C:19](/[CH:22]=[CH:23]/[C:24]4[CH:25]=[C:26]([CH:31]=[C:32]([O:35][CH3:36])[C:33]=4[F:34])[C:27]([O:29][CH3:30])=[O:28])=[CH:18][N:17]=3)=[CH:11][CH:10]=2)[CH2:3]1. (4) Given the product [N:1]([CH2:4][C@@H:5]1[O:9][C:8](=[O:10])[N:7]([C:11]2[CH:16]=[CH:15][C:14]([C:17]3[O:18][CH:19]=[C:20]([CH2:22][N:27]4[CH:28]=[N:38][CH:36]=[N:26]4)[N:21]=3)=[C:13]([F:24])[CH:12]=2)[CH2:6]1)=[N+:2]=[N-:3], predict the reactants needed to synthesize it. The reactants are: [N:1]([CH2:4][C@@H:5]1[O:9][C:8](=[O:10])[N:7]([C:11]2[CH:16]=[CH:15][C:14]([C:17]3[O:18][CH:19]=[C:20]([CH2:22]Cl)[N:21]=3)=[C:13]([F:24])[CH:12]=2)[CH2:6]1)=[N+:2]=[N-:3].N1C=[CH:28][N:27]=[N:26]1.C(=O)([O-])[O-].[K+].[K+].[C:36](#[N:38])C. (5) Given the product [CH2:1]([N:8]([CH3:19])[CH2:9][CH2:10][NH:11][C:12](=[O:18])[O:13][C:14]([CH3:15])([CH3:17])[CH3:16])[C:2]1[CH:7]=[CH:6][CH:5]=[CH:4][CH:3]=1, predict the reactants needed to synthesize it. The reactants are: [CH2:1]([NH:8][CH2:9][CH2:10][NH:11][C:12](=[O:18])[O:13][C:14]([CH3:17])([CH3:16])[CH3:15])[C:2]1[CH:7]=[CH:6][CH:5]=[CH:4][CH:3]=1.[CH2:19]=O. (6) Given the product [CH:25]1([CH2:24][CH2:23][C:12]2[CH:13]=[C:14]([OH:15])[C:9](=[O:8])[NH:10][N:11]=2)[CH2:30][CH2:29][CH2:28][CH2:27][CH2:26]1, predict the reactants needed to synthesize it. The reactants are: C([O:8][C:9]1[N:10]=[N:11][C:12]([C:23]#[C:24][CH:25]2[CH2:30][CH2:29][CH2:28][CH2:27][CH2:26]2)=[CH:13][C:14]=1[O:15]CC1C=CC=CC=1)C1C=CC=CC=1.